Dataset: Full USPTO retrosynthesis dataset with 1.9M reactions from patents (1976-2016). Task: Predict the reactants needed to synthesize the given product. (1) Given the product [C:28]([C@:24]1([CH2:26][OH:27])[O:25][C@@H:21]([N:17]2[C:13]3[N:14]=[CH:15][NH:16][C:11](=[O:4])[C:12]=3[C:19]([F:20])=[CH:18]2)[CH2:22][C@@H:23]1[OH:30])#[CH:29], predict the reactants needed to synthesize it. The reactants are: C(O)C(N)(CO)C[OH:4].Cl.N[C:11]1[C:12]2[C:19]([F:20])=[CH:18][N:17]([C@@H:21]3[O:25][C@:24]([C:28]#[CH:29])([CH2:26][OH:27])[C@@H:23]([OH:30])[CH2:22]3)[C:13]=2[N:14]=[CH:15][N:16]=1.[C@@H]1(N2C3N=CN=C(N)C=3N=C2)O[C@H](CO)[C@@H](O)[C@H]1O.C(=O)(O)[O-].[NH4+]. (2) Given the product [Cl:1][C:2]1[CH:3]=[C:4]([C:9]2[CH2:13][C:12]([CH3:19])([C:14]([OH:16])=[O:15])[O:11][N:10]=2)[CH:5]=[C:6]([Cl:8])[CH:7]=1, predict the reactants needed to synthesize it. The reactants are: [Cl:1][C:2]1[CH:3]=[C:4]([C:9]2[CH2:13][C:12]([CH3:19])([C:14]([O:16]CC)=[O:15])[O:11][N:10]=2)[CH:5]=[C:6]([Cl:8])[CH:7]=1.[OH-].[Na+].C(OCC)(=O)C. (3) Given the product [ClH:21].[Cl:21][CH2:15][C:14]1[C:5]([N:4]([CH3:18])[CH3:3])=[N:6][C:7]2[C:12]([CH:13]=1)=[CH:11][C:10]([CH3:17])=[CH:9][CH:8]=2, predict the reactants needed to synthesize it. The reactants are: CO.[CH3:3][N:4]([CH3:18])[C:5]1[C:14]([CH2:15]O)=[CH:13][C:12]2[C:7](=[CH:8][CH:9]=[C:10]([CH3:17])[CH:11]=2)[N:6]=1.O=S(Cl)[Cl:21]. (4) Given the product [CH2:1]([O:8][C:9]([N:11]1[CH2:17][CH2:16][CH2:15][N:14]([C:19]2[C:28]3[C:23](=[CH:24][CH:25]=[C:26]([O:29][CH3:30])[N:27]=3)[N:22]=[CH:21][CH:20]=2)[CH2:13][CH2:12]1)=[O:10])[C:2]1[CH:7]=[CH:6][CH:5]=[CH:4][CH:3]=1, predict the reactants needed to synthesize it. The reactants are: [CH2:1]([O:8][C:9]([N:11]1[CH2:17][CH2:16][CH2:15][NH:14][CH2:13][CH2:12]1)=[O:10])[C:2]1[CH:7]=[CH:6][CH:5]=[CH:4][CH:3]=1.Br[C:19]1[CH:20]=[CH:21][N:22]=[C:23]2[C:28]=1[N:27]=[C:26]([O:29][CH3:30])[CH:25]=[CH:24]2. (5) Given the product [OH:18][C:3]1([C:25]2[CH:24]=[CH:23][CH:22]=[C:21]([O:20][CH3:19])[CH:26]=2)[C:4](=[O:16])[C:5]([C:6]2[CH:11]=[CH:10][CH:9]=[C:8]([O:12][CH3:13])[CH:7]=2)=[C:2]1[CH3:1], predict the reactants needed to synthesize it. The reactants are: [CH3:1][C:2]1[C:3](=[O:18])[C:4]([O:16]C)(OC)[C:5]=1[C:6]1[CH:11]=[CH:10][CH:9]=[C:8]([O:12][CH3:13])[CH:7]=1.[CH3:19][O:20][C:21]1[CH:22]=[C:23]([Mg]Br)[CH:24]=[CH:25][CH:26]=1.Cl.